Dataset: Aqueous solubility values for 9,982 compounds from the AqSolDB database. Task: Regression/Classification. Given a drug SMILES string, predict its absorption, distribution, metabolism, or excretion properties. Task type varies by dataset: regression for continuous measurements (e.g., permeability, clearance, half-life) or binary classification for categorical outcomes (e.g., BBB penetration, CYP inhibition). For this dataset (solubility_aqsoldb), we predict Y. The Y is -2.20 log mol/L. The drug is CCCCBr.